Task: Predict the reactants needed to synthesize the given product.. Dataset: Full USPTO retrosynthesis dataset with 1.9M reactions from patents (1976-2016) (1) Given the product [Cl:1][C:2]1[CH:28]=[C:27]([Cl:29])[CH:26]=[CH:25][C:3]=1[CH2:4][N:5]1[C:9]2[CH:10]=[C:11]([C:31]3[N:36]=[C:35]([C:37]([OH:39])=[O:38])[CH:34]=[CH:33][CH:32]=3)[CH:12]=[C:13]([CH3:14])[C:8]=2[N:7]=[C:6]1[CH3:24], predict the reactants needed to synthesize it. The reactants are: [Cl:1][C:2]1[CH:28]=[C:27]([Cl:29])[CH:26]=[CH:25][C:3]=1[CH2:4][N:5]1[C:9]2[CH:10]=[C:11](B3OC(C)(C)C(C)(C)O3)[CH:12]=[C:13]([CH3:14])[C:8]=2[N:7]=[C:6]1[CH3:24].Cl[C:31]1[N:36]=[C:35]([C:37]([OH:39])=[O:38])[CH:34]=[CH:33][CH:32]=1. (2) Given the product [CH2:37]([O:36][C:34](=[O:35])[CH2:33][O:25][C:20]1[CH:19]=[CH:18][C:17]2[C:22](=[CH:23][CH:24]=[C:15]([C:7]3[O:8][C:9]4[CH:14]=[CH:13][CH:12]=[CH:11][C:10]=4[C:6]=3[CH2:1][CH2:2][CH2:3][CH2:4][CH3:5])[CH:16]=2)[CH:21]=1)[CH3:38], predict the reactants needed to synthesize it. The reactants are: [CH2:1]([C:6]1[C:10]2[CH:11]=[CH:12][CH:13]=[CH:14][C:9]=2[O:8][C:7]=1[C:15]1[CH:16]=[C:17]2[C:22](=[CH:23][CH:24]=1)[CH:21]=[C:20]([OH:25])[CH:19]=[CH:18]2)[CH2:2][CH2:3][CH2:4][CH3:5].C(=O)([O-])[O-].[Cs+].[Cs+].Br[CH2:33][C:34]([O:36][CH2:37][CH3:38])=[O:35].